Dataset: Reaction yield outcomes from USPTO patents with 853,638 reactions. Task: Predict the reaction yield, written as a fraction of the theoretical maximum amount of product (1.0 means a 100% yield; for example, 0.34 means a 34% yield). (1) The product is [CH2:1]([O:8][C:9]([NH:10][C@@H:11]1[C:14](=[O:15])[N:13]([CH2:16][C:17]2[CH:22]=[CH:21][C:20]([O:23][CH3:24])=[CH:19][C:18]=2[O:25][CH3:26])[C@@H:12]1[CH2:27][N:28]1[N:32]=[C:31]2[CH2:33][N:34]([C:49]([O:50][C:17]([CH3:22])([CH3:18])[CH3:16])=[O:52])[CH2:35][C:30]2=[N:29]1)=[O:48])[C:55]1[CH:60]=[CH:59][CH:58]=[CH:57][CH:56]=1. The reactants are [CH2:1]([O:8][C:9](=[O:48])[NH:10][C@@H:11]1[C:14](=[O:15])[N:13]([CH2:16][C:17]2[CH:22]=[CH:21][C:20]([O:23][CH3:24])=[CH:19][C:18]=2[O:25][CH3:26])[C@@H:12]1[CH2:27][N:28]1[N:32]=[C:31]2[CH2:33][N:34](S(C3C=CC=CC=3[N+]([O-])=O)(=O)=O)[CH2:35][C:30]2=[N:29]1)C1C=CC=CC=1.[C:49](=[O:52])([O-])[O-:50].[K+].[K+].[C:55]1(S)[CH:60]=[CH:59][CH:58]=[CH:57][CH:56]=1. The catalyst is CN(C=O)C.CCOC(C)=O. The yield is 0.810. (2) The reactants are Cl[C:2]([O:4][CH2:5][C:6]1[CH:11]=[CH:10][CH:9]=[CH:8][CH:7]=1)=[O:3].[CH3:12][NH:13][CH2:14][CH2:15][OH:16]. The catalyst is C1COCC1.C(=O)([O-])[O-].[Na+].[Na+]. The product is [CH2:5]([O:4][C:2]([N:13]([CH2:14][CH2:15][OH:16])[CH3:12])=[O:3])[C:6]1[CH:11]=[CH:10][CH:9]=[CH:8][CH:7]=1. The yield is 0.970. (3) The reactants are [Br:1][C:2]1[CH:7]=[CH:6][C:5]([C:8]2[NH:9][CH:10]=[C:11]([C:13]3[CH:18]=[CH:17][C:16]([Cl:19])=[CH:15][C:14]=3[Cl:20])[N:12]=2)=[CH:4][CH:3]=1.[CH3:21][O:22][C:23]([C:25]1[CH:30]=[CH:29][C:28]([CH2:31]Br)=[CH:27][CH:26]=1)=[O:24]. No catalyst specified. The product is [CH3:21][O:22][C:23](=[O:24])[C:25]1[CH:30]=[CH:29][C:28]([CH2:31][N:9]2[CH:10]=[C:11]([C:13]3[CH:18]=[CH:17][C:16]([Cl:19])=[CH:15][C:14]=3[Cl:20])[N:12]=[C:8]2[C:5]2[CH:4]=[CH:3][C:2]([Br:1])=[CH:7][CH:6]=2)=[CH:27][CH:26]=1. The yield is 0.620. (4) The reactants are C([O:4][C@@H:5]([CH3:40])[C:6]([NH:8][C:9]1[CH:14]=[C:13]([O:15][C:16]2[CH:21]=[C:20]([F:22])[C:19]([NH:23][C:24]([C:26]3([C:29](=[O:38])[NH:30][C:31]4[CH:36]=[CH:35][C:34]([F:37])=[CH:33][CH:32]=4)[CH2:28][CH2:27]3)=[O:25])=[CH:18][C:17]=2[F:39])[CH:12]=[CH:11][N:10]=1)=[O:7])(=O)C.C(=O)([O-])[O-].[K+].[K+]. The catalyst is CO.O. The product is [F:22][C:20]1[CH:21]=[C:16]([O:15][C:13]2[CH:12]=[CH:11][N:10]=[C:9]([NH:8][C:6](=[O:7])[C@@H:5]([OH:4])[CH3:40])[CH:14]=2)[C:17]([F:39])=[CH:18][C:19]=1[NH:23][C:24]([C:26]1([C:29]([NH:30][C:31]2[CH:32]=[CH:33][C:34]([F:37])=[CH:35][CH:36]=2)=[O:38])[CH2:28][CH2:27]1)=[O:25]. The yield is 0.600. (5) The reactants are [I:1][C:2]1[CH:3]=[C:4]2[C:8](=[CH:9][CH:10]=1)[NH:7][C:6](=[O:11])[C:5]2=O.[CH2:13]([O:20][C:21]1[CH:30]=[CH:29][C:24]([C:25]([NH:27][NH2:28])=[O:26])=[CH:23][CH:22]=1)[C:14]1[CH:19]=[CH:18][CH:17]=[CH:16][CH:15]=1. The catalyst is C(O)(=O)C. The product is [CH2:13]([O:20][C:21]1[CH:22]=[CH:23][C:24]([C:25]([NH:27][N:28]=[C:5]2[C:4]3[C:8](=[CH:9][CH:10]=[C:2]([I:1])[CH:3]=3)[NH:7][C:6]2=[O:11])=[O:26])=[CH:29][CH:30]=1)[C:14]1[CH:15]=[CH:16][CH:17]=[CH:18][CH:19]=1. The yield is 0.900. (6) The reactants are [NH2:1][C:2]1[C:7]([N+:8]([O-])=O)=[C:6]([O:11][C:12]2[CH:17]=[CH:16][C:15]([NH:18][C:19](=[O:25])[O:20][C:21]([CH3:24])([CH3:23])[CH3:22])=[CH:14][CH:13]=2)[CH:5]=[CH:4][N:3]=1.C(OCC)(=O)C. The catalyst is C(O)C.[Pd]. The product is [NH2:1][C:2]1[C:7]([NH2:8])=[C:6]([O:11][C:12]2[CH:13]=[CH:14][C:15]([NH:18][C:19](=[O:25])[O:20][C:21]([CH3:23])([CH3:22])[CH3:24])=[CH:16][CH:17]=2)[CH:5]=[CH:4][N:3]=1. The yield is 0.880. (7) The product is [CH:27]([O:26][C:24]1[N:23]=[C:22]([N:30]2[CH2:35][CH2:34][O:33][CH2:32][CH2:31]2)[N:21]=[C:20]([C:17]2[CH:18]=[CH:19][C:14]([NH:13][C:12]([NH:11][C:9]3[CH:10]=[CH:2][C:3]([C:4]([NH:37][CH:38]4[CH2:43][CH2:42][N:41]([CH3:44])[CH2:40][CH2:39]4)=[O:6])=[CH:7][CH:8]=3)=[O:36])=[CH:15][CH:16]=2)[N:25]=1)([CH3:28])[CH3:29]. No catalyst specified. The yield is 0.270. The reactants are C[C:2]1[CH:10]=[C:9]([NH:11][C:12](=[O:36])[NH:13][C:14]2[CH:19]=[CH:18][C:17]([C:20]3[N:25]=[C:24]([O:26][CH:27]([CH3:29])[CH3:28])[N:23]=[C:22]([N:30]4[CH2:35][CH2:34][O:33][CH2:32][CH2:31]4)[N:21]=3)=[CH:16][CH:15]=2)[CH:8]=[CH:7][C:3]=1[C:4]([OH:6])=O.[NH2:37][CH:38]1[CH2:43][CH2:42][N:41]([CH3:44])[CH2:40][CH2:39]1. (8) The reactants are [Cl:1][C:2]1[CH:10]=[CH:9][CH:8]=[C:7]2[C:3]=1[C:4]([C:15]([OH:17])=O)=[CH:5][N:6]2[CH:11]1[CH2:14][O:13][CH2:12]1.Cl.[NH2:19][CH2:20][C:21]1([OH:31])[CH2:26][CH2:25][CH2:24][CH:23]([C:27]([F:30])([F:29])[F:28])[CH2:22]1.Cl.CN(C)CCCN=C=NCC.N1(O)C2C=CC=CC=2N=N1.C(N(C(C)C)C(C)C)C. No catalyst specified. The product is [Cl:1][C:2]1[CH:10]=[CH:9][CH:8]=[C:7]2[C:3]=1[C:4]([C:15]([NH:19][CH2:20][C:21]1([OH:31])[CH2:26][CH2:25][CH2:24][CH:23]([C:27]([F:29])([F:30])[F:28])[CH2:22]1)=[O:17])=[CH:5][N:6]2[CH:11]1[CH2:12][O:13][CH2:14]1. The yield is 0.360. (9) The reactants are [Br:1][C:2]1[CH:10]=[C:6]([C:7]([OH:9])=O)[C:5]([OH:11])=[CH:4][CH:3]=1.[CH3:12][O:13][C:14](=[O:28])[CH2:15][C:16]1[S:20][C:19]([NH2:21])=[N:18][C:17]=1[C:22]1[CH:27]=[CH:26][CH:25]=[CH:24][CH:23]=1. No catalyst specified. The product is [CH3:12][O:13][C:14](=[O:28])[CH2:15][C:16]1[S:20][C:19]([NH:21][C:7](=[O:9])[C:6]2[CH:10]=[C:2]([Br:1])[CH:3]=[CH:4][C:5]=2[OH:11])=[N:18][C:17]=1[C:22]1[CH:27]=[CH:26][CH:25]=[CH:24][CH:23]=1. The yield is 0.321.